This data is from Retrosynthesis with 50K atom-mapped reactions and 10 reaction types from USPTO. The task is: Predict the reactants needed to synthesize the given product. (1) The reactants are: CCCC1(C(=O)c2cnc3[nH]ccc3c2)CCCN1C(=O)OC(C)(C)C. Given the product CCCC1(C(=O)c2cnc3[nH]ccc3c2)CCCN1, predict the reactants needed to synthesize it. (2) Given the product O=C(Nc1ccc(N2CCN(C(=O)OC3CCCC3)CC2)nc1)c1nc(-c2ccccc2)oc1C(F)(F)F, predict the reactants needed to synthesize it. The reactants are: O=C(Cl)OC1CCCC1.O=C(Nc1ccc(N2CCNCC2)nc1)c1nc(-c2ccccc2)oc1C(F)(F)F. (3) Given the product CC(C)c1cc(CCC(=O)O)cc(C(C)C)c1O, predict the reactants needed to synthesize it. The reactants are: COC(=O)CCc1cc(C(C)C)c(O)c(C(C)C)c1.